From a dataset of Catalyst prediction with 721,799 reactions and 888 catalyst types from USPTO. Predict which catalyst facilitates the given reaction. (1) Reactant: Br[C:2]1[CH:11]=[N:10][CH:9]=[C:8]2[C:3]=1[CH:4]=[C:5]([C:12]([NH2:14])=[O:13])[CH:6]=[N:7]2.[F:15][C:16]1[CH:21]=[CH:20][C:19](B(O)O)=[CH:18][CH:17]=1.C(=O)([O-])[O-].[Cs+].[Cs+]. Product: [F:15][C:16]1[CH:21]=[CH:20][C:19]([C:2]2[CH:11]=[N:10][CH:9]=[C:8]3[C:3]=2[CH:4]=[C:5]([C:12]([NH2:14])=[O:13])[CH:6]=[N:7]3)=[CH:18][CH:17]=1. The catalyst class is: 688. (2) Reactant: [Br:1][C:2]1[CH:3]=[CH:4][C:5](/[CH:8]=[CH:9]/[C@H:10]2[C@H:18]([CH3:19])[C:17]([F:21])([F:20])[CH2:16][C@:15]3([N:22]4[CH2:25][CH:24]([OH:26])[CH2:23]4)[C@H:11]2[C@@H:12]([CH3:28])[O:13][C:14]3=[O:27])=[N:6][CH:7]=1.CCN(CC)CC.[CH3:36][S:37](Cl)(=[O:39])=[O:38]. Product: [CH3:36][S:37]([O:26][CH:24]1[CH2:23][N:22]([C@@:15]23[CH2:16][C:17]([F:20])([F:21])[C@@H:18]([CH3:19])[C@H:10](/[CH:9]=[CH:8]/[C:5]4[CH:4]=[CH:3][C:2]([Br:1])=[CH:7][N:6]=4)[C@@H:11]2[C@@H:12]([CH3:28])[O:13][C:14]3=[O:27])[CH2:25]1)(=[O:39])=[O:38]. The catalyst class is: 2. (3) Reactant: [C:1]([O:5][C:6]([N:8]1[CH2:13][CH2:12][N:11]2[C:14]([C:27]#[N:28])=[C:15]([C:20]3[CH:25]=[CH:24][CH:23]=[C:22]([F:26])[CH:21]=3)[C:16]([C:17](O)=[O:18])=[C:10]2[CH2:9]1)=[O:7])([CH3:4])([CH3:3])[CH3:2].C([C:31]1[NH:32][CH:33]=[CH:34][N:35]=1)([C:31]1[NH:32][CH:33]=[CH:34][N:35]=1)=O. Product: [C:27]([C:14]1[N:11]2[CH2:12][CH2:13][N:8]([C:6]([O:5][C:1]([CH3:3])([CH3:2])[CH3:4])=[O:7])[CH2:9][C:10]2=[C:16]([C:17]([N:32]2[CH:33]=[CH:34][N:35]=[CH:31]2)=[O:18])[C:15]=1[C:20]1[CH:25]=[CH:24][CH:23]=[C:22]([F:26])[CH:21]=1)#[N:28]. The catalyst class is: 30. (4) Reactant: Cl[C:2]1[C:12]2[CH2:11][CH2:10][N:9]([C:13]3[C:18]([C:19]([F:22])([F:21])[F:20])=[CH:17][CH:16]=[CH:15][N:14]=3)[CH2:8][CH2:7][C:6]=2[N:5]=[C:4]([S:23][CH3:24])[N:3]=1.[F:25][C:26]([F:35])([F:34])[C:27]1[CH:33]=[CH:32][C:30]([NH2:31])=[CH:29][CH:28]=1. Product: [CH3:24][S:23][C:4]1[N:3]=[C:2]([NH:31][C:30]2[CH:32]=[CH:33][C:27]([C:26]([F:25])([F:34])[F:35])=[CH:28][CH:29]=2)[C:12]2[CH2:11][CH2:10][N:9]([C:13]3[C:18]([C:19]([F:22])([F:21])[F:20])=[CH:17][CH:16]=[CH:15][N:14]=3)[CH2:8][CH2:7][C:6]=2[N:5]=1. The catalyst class is: 114. (5) Product: [NH2:2][C:3]1[N:4]=[C:5]([S:10][CH2:16][C:17]2[N:18]=[C:19]([CH3:22])[S:20][CH:21]=2)[NH:6][C:7](=[O:9])[CH:8]=1. The catalyst class is: 3. Reactant: O.[NH2:2][C:3]1[CH:8]=[C:7]([OH:9])[N:6]=[C:5]([SH:10])[N:4]=1.[OH-].[Na+].O.Cl.Cl[CH2:16][C:17]1[N:18]=[C:19]([CH3:22])[S:20][CH:21]=1. (6) Reactant: [C:1]([C:5]1[N:9]([C:10]2[CH:11]=[C:12]([C:16]3[CH:21]=[CH:20][CH:19]=[CH:18][C:17]=3[Cl:22])[CH:13]=[CH:14][CH:15]=2)[N:8]=[C:7]([C:23]([OH:25])=O)[CH:6]=1)([CH3:4])([CH3:3])[CH3:2].C1C=CC2N(O)N=[N:32]C=2C=1.C(N(CC)C(C)C)C.[Cl-].[NH4+]. Product: [C:1]([C:5]1[N:9]([C:10]2[CH:11]=[C:12]([C:16]3[CH:21]=[CH:20][CH:19]=[CH:18][C:17]=3[Cl:22])[CH:13]=[CH:14][CH:15]=2)[N:8]=[C:7]([C:23]([NH2:32])=[O:25])[CH:6]=1)([CH3:4])([CH3:2])[CH3:3]. The catalyst class is: 3.